From a dataset of Full USPTO retrosynthesis dataset with 1.9M reactions from patents (1976-2016). Predict the reactants needed to synthesize the given product. (1) Given the product [CH3:1][O:2][C:3]1[CH:4]=[C:5]([CH2:9][CH2:10][C:11]2[NH:15][N:14]=[C:13]([NH:16][C:18]3[CH:23]=[CH:22][N:21]=[C:20]([NH:24][CH2:25][C:26]4[O:30][N:29]=[C:28]([CH3:31])[CH:27]=4)[N:19]=3)[CH:12]=2)[CH:6]=[N:7][CH:8]=1, predict the reactants needed to synthesize it. The reactants are: [CH3:1][O:2][C:3]1[CH:4]=[C:5]([CH2:9][CH2:10][C:11]2[NH:15][N:14]=[C:13]([NH2:16])[CH:12]=2)[CH:6]=[N:7][CH:8]=1.Cl[C:18]1[CH:23]=[CH:22][N:21]=[C:20]([NH:24][CH2:25][C:26]2[O:30][N:29]=[C:28]([CH3:31])[CH:27]=2)[N:19]=1.Cl. (2) Given the product [Cl:16][C:17]1[C:18]([O:30][CH3:31])=[CH:19][C:20]2[O:25][CH:24]([C:26]([N:10]3[CH2:11][CH2:12][N:7]([CH2:6][C:5]4[CH:14]=[CH:15][C:2]([F:1])=[CH:3][CH:4]=4)[CH2:8][C@H:9]3[CH3:13])=[O:27])[CH2:23][NH:22][C:21]=2[CH:29]=1, predict the reactants needed to synthesize it. The reactants are: [F:1][C:2]1[CH:15]=[CH:14][C:5]([CH2:6][N:7]2[CH2:12][CH2:11][NH:10][C@H:9]([CH3:13])[CH2:8]2)=[CH:4][CH:3]=1.[Cl:16][C:17]1[C:18]([O:30][CH3:31])=[CH:19][C:20]2[O:25][CH:24]([C:26](O)=[O:27])[CH2:23][NH:22][C:21]=2[CH:29]=1. (3) Given the product [F:50][C:46]1[N:45]=[C:44]([N:39]2[C@@H:38]([CH2:37][OH:36])[CH2:42][O:41][C:40]2=[O:43])[CH:49]=[CH:48][N:47]=1, predict the reactants needed to synthesize it. The reactants are: [F-].C([N+](CCCC)(CCCC)CCCC)CCC.[Si]([O:36][CH2:37][C@H:38]1[CH2:42][O:41][C:40](=[O:43])[N:39]1[C:44]1[CH:49]=[CH:48][N:47]=[C:46]([F:50])[N:45]=1)(C(C)(C)C)(C1C=CC=CC=1)C1C=CC=CC=1. (4) Given the product [OH:9][CH2:8][CH2:7][CH:4]1[CH2:5][CH2:6][N:1]([C:39](=[O:40])[CH:38]([C:32]2[CH:37]=[CH:36][CH:35]=[CH:34][CH:33]=2)[C:42]2[CH:47]=[CH:46][CH:45]=[CH:44][CH:43]=2)[CH2:2][CH2:3]1, predict the reactants needed to synthesize it. The reactants are: [NH:1]1[CH2:6][CH2:5][CH:4]([CH2:7][CH2:8][OH:9])[CH2:3][CH2:2]1.OC1C2N=NNC=2C=CC=1.Cl.C(N=C=NCCCN(C)C)C.[C:32]1([CH:38]([C:42]2[CH:47]=[CH:46][CH:45]=[CH:44][CH:43]=2)[C:39](O)=[O:40])[CH:37]=[CH:36][CH:35]=[CH:34][CH:33]=1.C(N(CC)C(C)C)(C)C. (5) Given the product [Cl:1][C:2]1[CH:7]=[CH:6][C:5]([NH:15][CH:12]2[CH2:14][CH2:13]2)=[C:4]([N+:9]([O-:11])=[O:10])[CH:3]=1, predict the reactants needed to synthesize it. The reactants are: [Cl:1][C:2]1[CH:7]=[CH:6][C:5](F)=[C:4]([N+:9]([O-:11])=[O:10])[CH:3]=1.[CH:12]1([NH2:15])[CH2:14][CH2:13]1. (6) Given the product [Cl:1][C:2]1[C:7]([CH3:22])=[CH:6][N:5]=[C:4]2[N:8]([Si:11]([CH:15]([CH3:17])[CH3:16])([CH:18]([CH3:20])[CH3:19])[CH:12]([CH3:13])[CH3:14])[CH:9]=[CH:10][C:3]=12, predict the reactants needed to synthesize it. The reactants are: [Cl:1][C:2]1[CH:7]=[CH:6][N:5]=[C:4]2[N:8]([Si:11]([CH:18]([CH3:20])[CH3:19])([CH:15]([CH3:17])[CH3:16])[CH:12]([CH3:14])[CH3:13])[CH:9]=[CH:10][C:3]=12.[Li][CH:22](CC)C.CI.